Predict the reactants needed to synthesize the given product. From a dataset of Full USPTO retrosynthesis dataset with 1.9M reactions from patents (1976-2016). (1) Given the product [Cl:1][C:2]1[CH:3]=[CH:4][C:5]([O:6][C:7]2[CH:12]=[CH:11][C:10]([N:13]3[CH:14]([C:17]4[CH:22]=[CH:21][CH:20]=[C:19]([C:23]([F:24])([F:25])[F:26])[CH:18]=4)[CH2:15][NH:16][C:29]3=[S:30])=[CH:9][CH:8]=2)=[CH:27][CH:28]=1, predict the reactants needed to synthesize it. The reactants are: [Cl:1][C:2]1[CH:28]=[CH:27][C:5]([O:6][C:7]2[CH:12]=[CH:11][C:10]([NH:13][CH:14]([C:17]3[CH:22]=[CH:21][CH:20]=[C:19]([C:23]([F:26])([F:25])[F:24])[CH:18]=3)[CH2:15][NH2:16])=[CH:9][CH:8]=2)=[CH:4][CH:3]=1.[C:29](=S)=[S:30].CCN(C(C)C)C(C)C. (2) Given the product [Cl:17][C:18]1[CH:23]=[CH:22][C:21](/[CH:24]=[CH:25]/[C:26]([N:1]2[CH2:6][CH2:5][CH:4]([CH2:7][CH2:8][NH:9][C:10](=[O:16])[O:11][C:12]([CH3:13])([CH3:15])[CH3:14])[CH2:3][CH2:2]2)=[O:27])=[C:20]([CH2:29][N:30]2[N:34]=[N:33][C:32]([CH3:35])=[N:31]2)[CH:19]=1, predict the reactants needed to synthesize it. The reactants are: [NH:1]1[CH2:6][CH2:5][CH:4]([CH2:7][CH2:8][NH:9][C:10](=[O:16])[O:11][C:12]([CH3:15])([CH3:14])[CH3:13])[CH2:3][CH2:2]1.[Cl:17][C:18]1[CH:23]=[CH:22][C:21](/[CH:24]=[CH:25]/[C:26](O)=[O:27])=[C:20]([CH2:29][N:30]2[N:34]=[N:33][C:32]([CH3:35])=[N:31]2)[CH:19]=1.CCN(C(C)C)C(C)C.C(P1(=O)OP(CCC)(=O)OP(CCC)(=O)O1)CC.CCOC(C)=O.